Predict the reaction yield, written as a fraction of the theoretical maximum amount of product (1.0 means a 100% yield; for example, 0.34 means a 34% yield). From a dataset of Reaction yield outcomes from USPTO patents with 853,638 reactions. (1) The yield is 0.260. The product is [F:25][C:2]([F:24])([F:1])[C:3]1[CH:4]=[C:5]([C:13]2[N:17]=[CH:16][N:15](/[CH:18]=[CH:19]\[C:20]([NH:22][NH:23][C:35](=[O:36])[C@H:34]([NH:33][C:31](=[O:32])[O:30][C:26]([CH3:29])([CH3:28])[CH3:27])[CH:38]([CH3:40])[CH3:39])=[O:21])[N:14]=2)[CH:6]=[C:7]([C:9]([F:10])([F:11])[F:12])[CH:8]=1. The reactants are [F:1][C:2]([F:25])([F:24])[C:3]1[CH:4]=[C:5]([C:13]2[N:17]=[CH:16][N:15](/[CH:18]=[CH:19]\[C:20]([NH:22][NH2:23])=[O:21])[N:14]=2)[CH:6]=[C:7]([C:9]([F:12])([F:11])[F:10])[CH:8]=1.[C:26]([O:30][C:31]([NH:33][C@H:34]([CH:38]([CH3:40])[CH3:39])[C:35](O)=[O:36])=[O:32])([CH3:29])([CH3:28])[CH3:27].C(P1(=O)OP(CCC)(=O)OP(CCC)(=O)O1)CC.CCN(C(C)C)C(C)C. The catalyst is C1COCC1. (2) The reactants are [C:1]1([CH3:11])[CH:6]=CC(S(O)(=O)=O)=C[CH:2]=1.[CH2:12]([O:19][C:20](=[O:27])[CH2:21][CH2:22][CH2:23][CH2:24][CH2:25][NH2:26])[C:13]1[CH:18]=[CH:17][CH:16]=[CH:15][CH:14]=1.ClC(Cl)([O:31]C(=O)OC(Cl)(Cl)Cl)Cl.C(N(CC)CC)C.Cl.Cl.C[N:50]([CH3:59])[C:51]1[CH:58]=[CH:57][C:54](CN)=[CH:53][CH:52]=1. The catalyst is ClCCl. The product is [CH2:12]([O:19][C:20](=[O:27])[CH2:21][CH2:22][CH2:23][CH2:24][CH2:25][NH:26][C:59]([NH:50][C:51]12[CH2:52][CH:53]3[CH2:54][CH:57]([CH2:11][CH:1]([CH2:6]3)[CH2:2]1)[CH2:58]2)=[O:31])[C:13]1[CH:18]=[CH:17][CH:16]=[CH:15][CH:14]=1. The yield is 0.610. (3) The product is [NH2:19][C:13]1[N:14]=[CH:15][CH:16]=[C:17]2[C:12]=1[CH:11]=[N:10][C:9]([NH:8][C:6](=[O:7])[CH:5]([OH:4])[C:30]1[C:31](=[O:47])[N:32]([C:36]3[CH:37]=[CH:38][C:39]([O:42][C:43]([F:45])([F:46])[F:44])=[CH:40][CH:41]=3)[CH:33]=[CH:34][CH:35]=1)=[CH:18]2. The reactants are C([O:4][CH:5]([C:30]1[C:31](=[O:47])[N:32]([C:36]2[CH:41]=[CH:40][C:39]([O:42][C:43]([F:46])([F:45])[F:44])=[CH:38][CH:37]=2)[CH:33]=[CH:34][CH:35]=1)[C:6]([NH:8][C:9]1[N:10]=[CH:11][C:12]2[C:17]([CH:18]=1)=[CH:16][CH:15]=[N:14][C:13]=2[N:19]1C(=O)C2C(=CC=CC=2)C1=O)=[O:7])(=O)C.CO. The catalyst is N. The yield is 0.500. (4) The reactants are [CH3:1][C@H:2]1[C:10]2[C:9](O)=[N:8][CH:7]=[N:6][C:5]=2[CH2:4][CH2:3]1.O=P(Cl)(Cl)[Cl:14]. No catalyst specified. The product is [Cl:14][C:9]1[C:10]2[C@H:2]([CH3:1])[CH2:3][CH2:4][C:5]=2[N:6]=[CH:7][N:8]=1. The yield is 0.490. (5) The catalyst is CC(N(C)C)=O. The reactants are OS(C(F)(F)F)(=O)=O.[C:9](=[NH:32])([O:11][CH2:12][CH2:13][C:14]1[CH:19]=[CH:18][C:17]([O:20][C:21]2[CH:26]=[CH:25][C:24]([Cl:27])=[C:23]([C:28]([F:31])([F:30])[F:29])[CH:22]=2)=[CH:16][CH:15]=1)[NH2:10].[CH:33]([CH:35]([CH2:41][C:42]1[CH:47]=[CH:46][CH:45]=[CH:44][CH:43]=1)[C:36](OCC)=O)=[O:34].C([O-])([O-])=O.[K+].[K+]. The product is [Cl:27][C:24]1[CH:25]=[CH:26][C:21]([O:20][C:17]2[CH:16]=[CH:15][C:14]([CH2:13][CH2:12][O:11][C:9]3[NH:10][CH:36]=[C:35]([CH2:41][C:42]4[CH:47]=[CH:46][CH:45]=[CH:44][CH:43]=4)[C:33](=[O:34])[N:32]=3)=[CH:19][CH:18]=2)=[CH:22][C:23]=1[C:28]([F:31])([F:30])[F:29]. The yield is 0.397. (6) The reactants are [C:1]([C:3]([C:16]1[C:24]2[O:23][C:22]([CH3:26])([CH3:25])[O:21][C:20]=2[C:19]([O:27][CH3:28])=[CH:18][CH:17]=1)([CH2:10][CH2:11][C:12]([O:14][CH3:15])=[O:13])[CH2:4][CH2:5][C:6](OC)=[O:7])#[N:2].[H-].[Na+].Cl. The product is [C:1]([C:3]1([C:16]2[C:24]3[O:23][C:22]([CH3:26])([CH3:25])[O:21][C:20]=3[C:19]([O:27][CH3:28])=[CH:18][CH:17]=2)[CH2:4][CH2:5][C:6](=[O:7])[CH:11]([C:12]([O:14][CH3:15])=[O:13])[CH2:10]1)#[N:2]. The yield is 0.860. The catalyst is COCCOC. (7) The yield is 0.460. No catalyst specified. The reactants are [OH:1][C:2]1[CH:11]=[C:10]2[C:5]([CH2:6][CH:7]([C:12]([OH:14])=[O:13])[NH:8][CH2:9]2)=[CH:4][CH:3]=1.S(Cl)(Cl)=O.[CH3:19]O. The product is [OH:1][C:2]1[CH:11]=[C:10]2[C:5]([CH:6]=[C:7]([C:12]([O:14][CH3:19])=[O:13])[N:8]=[CH:9]2)=[CH:4][CH:3]=1.